This data is from Peptide-MHC class II binding affinity with 134,281 pairs from IEDB. The task is: Regression. Given a peptide amino acid sequence and an MHC pseudo amino acid sequence, predict their binding affinity value. This is MHC class II binding data. (1) The peptide sequence is TITVYAVTYYKEADY. The MHC is DRB4_0101 with pseudo-sequence DRB4_0103. The binding affinity (normalized) is 0.0353. (2) The peptide sequence is PLSWSKEIYNYMEPY. The MHC is HLA-DQA10501-DQB10301 with pseudo-sequence HLA-DQA10501-DQB10301. The binding affinity (normalized) is 0.404. (3) The peptide sequence is HPIDEVNMESQSDEN. The MHC is DRB1_0101 with pseudo-sequence DRB1_0101. The binding affinity (normalized) is 0.164. (4) The peptide sequence is WDTRITEADLDDEQE. The MHC is DRB3_0101 with pseudo-sequence DRB3_0101. The binding affinity (normalized) is 0. (5) The peptide sequence is AETAVNTLFEKLEPM. The MHC is DRB3_0202 with pseudo-sequence DRB3_0202. The binding affinity (normalized) is 0.242. (6) The peptide sequence is CRSCTLPPLRYMGED. The MHC is DRB1_0101 with pseudo-sequence DRB1_0101. The binding affinity (normalized) is 0.298. (7) The peptide sequence is SAALGPLIEGNTSLL. The MHC is HLA-DQA10201-DQB10402 with pseudo-sequence HLA-DQA10201-DQB10402. The binding affinity (normalized) is 0. (8) The peptide sequence is YLEDARRLKAIYEKKK. The MHC is H-2-IAb with pseudo-sequence H-2-IAb. The binding affinity (normalized) is 0. (9) The peptide sequence is TTSVIPAARLFKAFI. The MHC is HLA-DQA10102-DQB10602 with pseudo-sequence HLA-DQA10102-DQB10602. The binding affinity (normalized) is 0.815. (10) The binding affinity (normalized) is 0.600. The peptide sequence is WKTWGKNLVFSPGRK. The MHC is HLA-DQA10601-DQB10402 with pseudo-sequence HLA-DQA10601-DQB10402.